Dataset: Forward reaction prediction with 1.9M reactions from USPTO patents (1976-2016). Task: Predict the product of the given reaction. (1) Given the reactants [OH:1][C@H:2]1[CH2:22][N:5]2[C:6](=[O:21])[CH2:7][CH2:8][N:9]([C:11]3[CH:16]=[CH:15][C:14]([C:17]([F:20])([F:19])[F:18])=[CH:13][N:12]=3)[CH2:10][C@@H:4]2[CH2:3]1.C1(P(C2C=CC=CC=2)C2C=CC=CC=2)C=CC=CC=1.[N+:42]([C:45]1[CH:53]=[CH:52][C:48]([C:49](O)=[O:50])=[CH:47][CH:46]=1)([O-:44])=[O:43].N(C(OC(C)C)=O)=NC(OC(C)C)=O, predict the reaction product. The product is: [N+:42]([C:45]1[CH:46]=[CH:47][C:48]([C:49]([O:1][C@@H:2]2[CH2:22][N:5]3[C:6](=[O:21])[CH2:7][CH2:8][N:9]([C:11]4[CH:16]=[CH:15][C:14]([C:17]([F:19])([F:20])[F:18])=[CH:13][N:12]=4)[CH2:10][C@@H:4]3[CH2:3]2)=[O:50])=[CH:52][CH:53]=1)([O-:44])=[O:43]. (2) Given the reactants [Cl:1][C:2]1[C:12]2[CH2:11][CH2:10][CH2:9][C:8]([C:13]3[CH:18]=[CH:17][CH:16]=[CH:15][CH:14]=3)=[C:7]([C:19]#[C:20][CH2:21][CH2:22][CH2:23][CH2:24][OH:25])[C:6]=2[CH:5]=[CH:4][C:3]=1[O:26][CH3:27].[OH-].[K+], predict the reaction product. The product is: [Cl:1][C:2]1[C:12]2[CH2:11][CH2:10][CH2:9][C:8]([C:13]3[CH:14]=[CH:15][CH:16]=[CH:17][CH:18]=3)=[C:7]([CH2:19][CH2:20][CH2:21][CH2:22][CH2:23][CH2:24][OH:25])[C:6]=2[CH:5]=[CH:4][C:3]=1[O:26][CH3:27]. (3) Given the reactants [N+:1]([C:4]1[CH:9]=[C:8]([C:10]([F:13])([F:12])[F:11])[CH:7]=[CH:6][C:5]=1[N:14]1[CH2:19][CH2:18][CH2:17][C@@H:16]([OH:20])[CH2:15]1)([O-:3])=[O:2].N1C=CN=C1.[Si:26](Cl)([C:29]([CH3:32])([CH3:31])[CH3:30])([CH3:28])[CH3:27].CCOCC, predict the reaction product. The product is: [Si:26]([O:20][C@@H:16]1[CH2:17][CH2:18][CH2:19][N:14]([C:5]2[CH:6]=[CH:7][C:8]([C:10]([F:11])([F:12])[F:13])=[CH:9][C:4]=2[N+:1]([O-:3])=[O:2])[CH2:15]1)([C:29]([CH3:32])([CH3:31])[CH3:30])([CH3:28])[CH3:27]. (4) Given the reactants C(OC([N:8]1[CH2:17][C:16]([CH3:19])([CH3:18])[C:15]2[C:10](=[CH:11][C:12]([NH:20][C:21](=[O:38])[C:22]3[CH:27]=[CH:26][CH:25]=[CH:24][C:23]=3[NH:28][CH2:29][C:30]3[CH:35]=[CH:34][N:33]=[C:32]([NH:36][CH3:37])[N:31]=3)=[CH:13][CH:14]=2)[CH2:9]1)=O)(C)(C)C, predict the reaction product. The product is: [CH3:18][C:16]1([CH3:19])[C:15]2[C:10](=[CH:11][C:12]([NH:20][C:21](=[O:38])[C:22]3[CH:27]=[CH:26][CH:25]=[CH:24][C:23]=3[NH:28][CH2:29][C:30]3[CH:35]=[CH:34][N:33]=[C:32]([NH:36][CH3:37])[N:31]=3)=[CH:13][CH:14]=2)[CH2:9][NH:8][CH2:17]1.